Task: Predict the reactants needed to synthesize the given product.. Dataset: Full USPTO retrosynthesis dataset with 1.9M reactions from patents (1976-2016) (1) Given the product [CH:17]([C:14]1([C:20]2[CH:29]=[CH:28][C:27]3[C:22](=[CH:23][CH:24]=[CH:25][CH:26]=3)[CH:21]=2)[CH2:13][CH2:12][N:11]([C:9]([O:8][CH2:1][C:2]2[CH:7]=[CH:6][CH:5]=[CH:4][CH:3]=2)=[O:10])[CH2:16][CH2:15]1)=[O:18], predict the reactants needed to synthesize it. The reactants are: [CH2:1]([O:8][C:9]([N:11]1[CH2:16][CH2:15][C:14]([C:20]2[CH:29]=[CH:28][C:27]3[C:22](=[CH:23][CH:24]=[CH:25][CH:26]=3)[CH:21]=2)([C:17](O)=[O:18])[CH2:13][CH2:12]1)=[O:10])[C:2]1[CH:7]=[CH:6][CH:5]=[CH:4][CH:3]=1.FC(F)(F)C(O)=O. (2) Given the product [CH:1]([O:4][C:5]([N:7]1[CH2:12][CH2:11][CH:10]([O:13][N:14]=[C:15]2[CH2:20][CH2:19][N:18]([C:21]3[C:26]([F:27])=[CH:25][C:24]([CH2:28][OH:29])=[C:23]([CH3:31])[N:22]=3)[CH2:17][CH2:16]2)[CH2:9][CH2:8]1)=[O:6])([CH3:3])[CH3:2], predict the reactants needed to synthesize it. The reactants are: [CH:1]([O:4][C:5]([N:7]1[CH2:12][CH2:11][CH:10]([O:13][N:14]=[C:15]2[CH2:20][CH2:19][N:18]([C:21]3[C:26]([F:27])=[CH:25][C:24]([CH2:28][OH:29])=[C:23](Cl)[N:22]=3)[CH2:17][CH2:16]2)[CH2:9][CH2:8]1)=[O:6])([CH3:3])[CH3:2].[CH3:31]B1OB(C)OB(C)O1.C(=O)([O-])[O-].[K+].[K+]. (3) Given the product [CH2:2]([Cl:6])[C:3]1[CH:11]=[CH:10][CH:12]=[CH:5][CH:4]=1.[NH:1]1[CH2:5][CH2:4][CH2:3][CH2:2]1, predict the reactants needed to synthesize it. The reactants are: [NH:1]1[CH2:5][CH2:4][CH2:3][CH2:2]1.[ClH:6].CCO[CH2:10][CH3:11].[CH3:12]COC(C)=O. (4) Given the product [S:40]([OH:43])(=[O:42])(=[O:41])[CH3:39].[CH3:1][N:2]1[CH:6]=[C:5]([C:7]2[CH:12]=[C:11]([O:13][C:14]3[C:19]([F:20])=[CH:18][C:17]([NH:21][C:22]([C:24]4([C:27]([NH:29][C:30]5[CH:31]=[CH:32][C:33]([F:36])=[CH:34][CH:35]=5)=[O:28])[CH2:26][CH2:25]4)=[O:23])=[C:16]([F:37])[CH:15]=3)[CH:10]=[CH:9][N:8]=2)[C:4]([CH3:38])=[N:3]1, predict the reactants needed to synthesize it. The reactants are: [CH3:1][N:2]1[CH:6]=[C:5]([C:7]2[CH:12]=[C:11]([O:13][C:14]3[C:19]([F:20])=[CH:18][C:17]([NH:21][C:22]([C:24]4([C:27]([NH:29][C:30]5[CH:35]=[CH:34][C:33]([F:36])=[CH:32][CH:31]=5)=[O:28])[CH2:26][CH2:25]4)=[O:23])=[C:16]([F:37])[CH:15]=3)[CH:10]=[CH:9][N:8]=2)[C:4]([CH3:38])=[N:3]1.[CH3:39][S:40]([OH:43])(=[O:42])=[O:41]. (5) Given the product [Cl:1][C:2]1[C:7]([O:8][CH3:9])=[CH:6][C:5]([O:10][CH3:11])=[CH:4][C:3]=1[C:12]1[C:23](=[O:24])[N:22]([CH2:25][C:26]([CH3:37])([C:28]2[CH:33]=[CH:32][C:31]([N+:34]([O-:36])=[O:35])=[CH:30][CH:29]=2)[CH3:27])[C:15]2[N:16]=[C:17]([S:20]([CH3:21])=[O:46])[N:18]=[CH:19][C:14]=2[CH:13]=1, predict the reactants needed to synthesize it. The reactants are: [Cl:1][C:2]1[C:7]([O:8][CH3:9])=[CH:6][C:5]([O:10][CH3:11])=[CH:4][C:3]=1[C:12]1[C:23](=[O:24])[N:22]([CH2:25][C:26]([CH3:37])([C:28]2[CH:33]=[CH:32][C:31]([N+:34]([O-:36])=[O:35])=[CH:30][CH:29]=2)[CH3:27])[C:15]2[N:16]=[C:17]([S:20][CH3:21])[N:18]=[CH:19][C:14]=2[CH:13]=1.C1C=C(Cl)C=C(C(OO)=[O:46])C=1.[O-]S([O-])(=S)=O.[Na+].[Na+].C([O-])([O-])=O.[Na+].[Na+]. (6) Given the product [C:1]([O:5][C:6]([NH:8][CH:9]1[C:18]2[C:13](=[C:14]([CH3:22])[C:15]([C:19]([NH:23][C:24]3[CH:29]=[CH:28][N:27]=[CH:26][CH:25]=3)=[O:21])=[CH:16][CH:17]=2)[S:12][CH2:11][CH2:10]1)=[O:7])([CH3:4])([CH3:3])[CH3:2], predict the reactants needed to synthesize it. The reactants are: [C:1]([O:5][C:6]([NH:8][CH:9]1[C:18]2[C:13](=[C:14]([CH3:22])[C:15]([C:19]([OH:21])=O)=[CH:16][CH:17]=2)[S:12][CH2:11][CH2:10]1)=[O:7])([CH3:4])([CH3:3])[CH3:2].[NH2:23][C:24]1[CH:29]=[CH:28][N:27]=[CH:26][CH:25]=1.[I-].ClC1C=CC=C[N+]=1C. (7) Given the product [C:1]([C:3]1[CH:4]=[N:5][NH:6][C:7]=1[C:8]1[CH:13]=[CH:12][N:11]=[C:10]([NH:21][C:20]2[CH:22]=[C:23]([CH3:25])[CH:24]=[C:18]([CH3:17])[CH:19]=2)[N:9]=1)#[N:2], predict the reactants needed to synthesize it. The reactants are: [C:1]([C:3]1[CH:4]=[N:5][NH:6][C:7]=1[C:8]1[CH:13]=[CH:12][N:11]=[C:10](S(C)=O)[N:9]=1)#[N:2].[CH3:17][C:18]1[CH:19]=[C:20]([CH:22]=[C:23]([CH3:25])[CH:24]=1)[NH2:21].